This data is from Forward reaction prediction with 1.9M reactions from USPTO patents (1976-2016). The task is: Predict the product of the given reaction. (1) The product is: [CH:34]([NH:33][C:22]([C:18]1[S:17][C:16](/[CH:15]=[CH:14]/[C:9]2[N:10]([CH3:13])[N:11]=[N:12][C:8]=2[C:5]2[CH:4]=[CH:3][C:2]([F:1])=[CH:7][CH:6]=2)=[N:20][C:19]=1[CH3:21])=[O:23])([CH3:39])[CH3:35]. Given the reactants [F:1][C:2]1[CH:7]=[CH:6][C:5]([C:8]2[N:12]=[N:11][N:10]([CH3:13])[C:9]=2/[CH:14]=[CH:15]/[C:16]2[S:17][C:18]([C:22](O)=[O:23])=[C:19]([CH3:21])[N:20]=2)=[CH:4][CH:3]=1.CN(C(O[N:33]1N=N[C:35]2C=CC=[CH:39][C:34]1=2)=[N+](C)C)C.[B-](F)(F)(F)F.CCN(C(C)C)C(C)C.C(N)(C)C, predict the reaction product. (2) Given the reactants [N+:1]([C:4]1[CH:17]=[CH:16][C:7]([NH:8][CH2:9][CH2:10][C:11]2[N:12]=[CH:13][S:14][CH:15]=2)=[CH:6][CH:5]=1)([O-:3])=[O:2].[C:18](O[C:18]([O:20][C:21]([CH3:24])([CH3:23])[CH3:22])=[O:19])([O:20][C:21]([CH3:24])([CH3:23])[CH3:22])=[O:19], predict the reaction product. The product is: [N+:1]([C:4]1[CH:5]=[CH:6][C:7]([N:8]([CH2:9][CH2:10][C:11]2[N:12]=[CH:13][S:14][CH:15]=2)[C:18](=[O:19])[O:20][C:21]([CH3:24])([CH3:23])[CH3:22])=[CH:16][CH:17]=1)([O-:3])=[O:2]. (3) Given the reactants [F:1][C:2]1[CH:10]=[CH:9][CH:8]=[CH:7][C:3]=1[CH2:4][NH:5][NH2:6].Cl.Cl[CH:13](OCC)[C:14]([O:16][CH2:17][CH3:18])=[O:15].[OH-].[Na+], predict the reaction product. The product is: [F:1][C:2]1[CH:10]=[CH:9][CH:8]=[CH:7][C:3]=1[CH2:4][NH:5]/[N:6]=[CH:13]/[C:14]([O:16][CH2:17][CH3:18])=[O:15]. (4) Given the reactants [NH2:1][C:2]1[CH:3]=[C:4]([CH:8]=[CH:9][CH:10]=1)[C:5]([OH:7])=[O:6].[N+]([C:14]1[CH:15]=C(S([O-])(=O)=O)C=C[CH:19]=1)([O-])=O.OCC(CO)O.S(=O)(=O)(O)O.[OH-].[NH4+].C, predict the reaction product. The product is: [N:1]1[C:2]2[CH:10]=[CH:9][CH:8]=[C:4]([C:5]([OH:7])=[O:6])[C:3]=2[CH:15]=[CH:14][CH:19]=1. (5) The product is: [CH3:1][O:2][C:3]([C:5]1[N:6]([CH3:25])[N:7]=[C:8]([O:10][CH2:11][C:12]2[C:13]([C:18]3[CH:19]=[CH:20][C:21]([F:24])=[CH:22][CH:23]=3)=[N:14][O:15][C:16]=2[CH3:17])[CH:9]=1)=[O:4]. Given the reactants [CH3:1][O:2][C:3]([C:5]1[NH:6][N:7]=[C:8]([O:10][CH2:11][C:12]2[C:13]([C:18]3[CH:23]=[CH:22][C:21]([F:24])=[CH:20][CH:19]=3)=[N:14][O:15][C:16]=2[CH3:17])[CH:9]=1)=[O:4].[C:25](=O)([O-])[O-].[Cs+].[Cs+].CI, predict the reaction product. (6) Given the reactants [Li][CH2:2]CCC.[CH3:6][N:7]1[C@H:11]([C:12]2[CH:17]=[CH:16][C:15]([Cl:18])=N[CH:13]=2)[CH2:10][CH2:9][CH2:8]1.Cl[P:20]([C:31]1[C:40]2[C:35](=[CH:36][CH:37]=[CH:38][CH:39]=2)[CH:34]=[CH:33][CH:32]=1)[C:21]1[C:30]2[C:25](=[CH:26][CH:27]=[CH:28][CH:29]=2)[CH:24]=[CH:23][CH:22]=1, predict the reaction product. The product is: [Cl:18][C:15]1[CH:16]=[CH:17][C:12]([C@@H:11]2[CH2:10][CH2:9][CH2:8][N:7]2[CH3:6])=[C:13]([P:20]([C:31]2[C:40]3[C:35](=[CH:36][CH:37]=[CH:38][CH:39]=3)[CH:34]=[CH:33][CH:32]=2)[C:21]2[C:30]3[C:25](=[CH:26][CH:27]=[CH:28][CH:29]=3)[CH:24]=[CH:23][CH:22]=2)[CH:2]=1. (7) The product is: [CH2:44]([O:22][C:21](=[O:23])[C@H:16]([CH2:17][CH2:18][S:19][CH3:20])[NH:15][C:13](=[O:14])[C:12]1[CH:24]=[CH:25][C:9]([NH:8][CH2:7][C:3]2[CH:2]=[N:1][CH:6]=[CH:5][CH:4]=2)=[CH:10][C:11]=1[C:26]1[CH:27]=[CH:28][CH:29]=[CH:30][CH:31]=1)[CH2:45][CH:46]([CH3:48])[CH3:47]. Given the reactants [N:1]1[CH:6]=[CH:5][CH:4]=[C:3]([CH2:7][NH:8][C:9]2[CH:25]=[CH:24][C:12]([C:13]([NH:15][C@H:16]([C:21]([OH:23])=[O:22])[CH2:17][CH2:18][S:19][CH3:20])=[O:14])=[C:11]([C:26]3[CH:31]=[CH:30][CH:29]=[CH:28][CH:27]=3)[CH:10]=2)[CH:2]=1.C(N1C=CN=C1)(N1C=CN=C1)=O.[CH2:44](O)[CH2:45][CH:46]([CH3:48])[CH3:47].[O-]CC.[Na+], predict the reaction product.